Dataset: Reaction yield outcomes from USPTO patents with 853,638 reactions. Task: Predict the reaction yield, written as a fraction of the theoretical maximum amount of product (1.0 means a 100% yield; for example, 0.34 means a 34% yield). The reactants are S(=O)(=O)(O)O.[Cl:6][C:7]1[CH:8]=[CH:9][C:10]([CH:16]=[CH:17][O:18]C)=[C:11]([CH:15]=1)[C:12]([OH:14])=O. No catalyst specified. The product is [Cl:6][C:7]1[CH:15]=[C:11]2[C:10]([CH:16]=[CH:17][O:18][C:12]2=[O:14])=[CH:9][CH:8]=1. The yield is 0.810.